Predict the product of the given reaction. From a dataset of Forward reaction prediction with 1.9M reactions from USPTO patents (1976-2016). (1) Given the reactants [H-].[Na+].[NH2:3][C:4]1[C:18]([N+:19]([O-:21])=[O:20])=[CH:17][C:7]([O:8][CH2:9][CH2:10][CH2:11][C:12]([O:14][CH2:15][CH3:16])=[O:13])=[CH:6][C:5]=1[CH3:22].[C:23](O[C:23]([O:25][C:26]([CH3:29])([CH3:28])[CH3:27])=[O:24])([O:25][C:26]([CH3:29])([CH3:28])[CH3:27])=[O:24], predict the reaction product. The product is: [C:26]([O:25][C:23]([N:3]([C:23]([O:25][C:26]([CH3:29])([CH3:28])[CH3:27])=[O:24])[C:4]1[C:18]([N+:19]([O-:21])=[O:20])=[CH:17][C:7]([O:8][CH2:9][CH2:10][CH2:11][C:12]([O:14][CH2:15][CH3:16])=[O:13])=[CH:6][C:5]=1[CH3:22])=[O:24])([CH3:29])([CH3:28])[CH3:27]. (2) Given the reactants [CH3:1][C:2]1[CH:3]=[C:4]([C:15]([O:17][CH2:18][CH3:19])=[O:16])[N:5]([C:8]([O:10][C:11]([CH3:14])([CH3:13])[CH3:12])=[O:9])[C:6]=1[CH3:7], predict the reaction product. The product is: [CH3:1][C@@H:2]1[C@H:6]([CH3:7])[N:5]([C:8]([O:10][C:11]([CH3:12])([CH3:14])[CH3:13])=[O:9])[C@H:4]([C:15]([O:17][CH2:18][CH3:19])=[O:16])[CH2:3]1. (3) Given the reactants [C:1]([C:3]1[CH:8]=[CH:7][C:6]([NH:9][C:10](=[O:29])[C:11]2[CH:16]=[CH:15][C:14]([CH3:17])=[C:13]([C:18]#[C:19][C:20]3[N:24]4[N:25]=[CH:26][CH:27]=[CH:28][C:23]4=[N:22][CH:21]=3)[CH:12]=2)=[CH:5][C:4]=1[C:30]([F:33])([F:32])[F:31])#[N:2], predict the reaction product. The product is: [NH2:2][CH2:1][C:3]1[CH:8]=[CH:7][C:6]([NH:9][C:10](=[O:29])[C:11]2[CH:16]=[CH:15][C:14]([CH3:17])=[C:13]([C:18]#[C:19][C:20]3[N:24]4[N:25]=[CH:26][CH:27]=[CH:28][C:23]4=[N:22][CH:21]=3)[CH:12]=2)=[CH:5][C:4]=1[C:30]([F:31])([F:33])[F:32]. (4) Given the reactants [OH:1][OH:2].FC(F)(F)C(F)(F)C(F)(F)C([O:9][C:10](=O)[C:11]([F:20])([F:19])[C:12]([F:18])([F:17])[C:13]([F:16])([F:15])[F:14])=O, predict the reaction product. The product is: [F:17][C:12]([F:18])([C:13]([F:14])([F:15])[F:16])[C:11]([F:20])([F:19])[C:10]([O:1][O:2][C:10](=[O:9])[C:11]([F:19])([F:20])[C:12]([F:17])([F:18])[C:13]([F:16])([F:15])[F:14])=[O:9]. (5) Given the reactants [Sm].I[CH2:3]CI.[Cl:6][C:7](=[CH2:24])[CH2:8][C:9]1([CH3:23])[CH2:13][CH2:12][CH:11]([CH2:14][C:15]2[CH:20]=[CH:19][C:18]([Cl:21])=[CH:17][CH:16]=2)[C:10]1=[O:22].ICI.[OH-].[Na+].Cl, predict the reaction product. The product is: [Cl:21][C:18]1[CH:19]=[CH:20][C:15]([CH2:14][CH:11]2[C:10]3([O:22][CH2:3]3)[C:9]([CH:8]=[C:7]([Cl:6])[CH3:24])([CH3:23])[CH2:13][CH2:12]2)=[CH:16][CH:17]=1.